From a dataset of NCI-60 drug combinations with 297,098 pairs across 59 cell lines. Regression. Given two drug SMILES strings and cell line genomic features, predict the synergy score measuring deviation from expected non-interaction effect. Drug 1: CC1CCC2CC(C(=CC=CC=CC(CC(C(=O)C(C(C(=CC(C(=O)CC(OC(=O)C3CCCCN3C(=O)C(=O)C1(O2)O)C(C)CC4CCC(C(C4)OC)O)C)C)O)OC)C)C)C)OC. Drug 2: CCN(CC)CCCC(C)NC1=C2C=C(C=CC2=NC3=C1C=CC(=C3)Cl)OC. Cell line: PC-3. Synergy scores: CSS=33.4, Synergy_ZIP=-8.75, Synergy_Bliss=-0.0704, Synergy_Loewe=-32.4, Synergy_HSA=1.33.